Dataset: Reaction yield outcomes from USPTO patents with 853,638 reactions. Task: Predict the reaction yield, written as a fraction of the theoretical maximum amount of product (1.0 means a 100% yield; for example, 0.34 means a 34% yield). (1) The reactants are [Cl:1][C:2]1(C2C=CC=C(C(=O)NC)C=2)[CH:7]=[CH:6][C:5]([N:8]([C:12]2[CH:17]=[CH:16][CH:15]=[CH:14][C:13]=2[C:18]([F:21])([F:20])[F:19])[C:9](=[O:11])[NH2:10])=[C:4](NC(O)=O)[CH2:3]1.[CH3:36][NH:37][C:38]([C:40]1[CH:41]=[C:42]([CH:44]=[CH:45][CH:46]=1)[NH2:43])=[O:39].C1C=CC2N(O)N=NC=2C=1.CN1CC[O:61][CH2:60]C1.CCN=C=NCCCN(C)C.Cl. The catalyst is CN(C=O)C.O. The product is [Cl:1][C:2]1([C:60](=[O:61])[NH:43][C:42]2[CH:44]=[CH:45][CH:46]=[C:40]([C:38](=[O:39])[NH:37][CH3:36])[CH:41]=2)[CH:7]=[CH:6][C:5]([N:8]([C:12]2[CH:17]=[CH:16][CH:15]=[CH:14][C:13]=2[C:18]([F:19])([F:21])[F:20])[C:9](=[O:11])[NH2:10])=[CH:4][CH2:3]1. The yield is 0.410. (2) No catalyst specified. The product is [CH:11]([O:1][CH2:2][CH:3]1[NH:8][C:7](=[O:9])[CH2:6][CH2:5][CH2:4]1)([CH3:13])[CH3:12]. The yield is 0.0400. The reactants are [OH:1][CH2:2][CH:3]1[NH:8][C:7](=[O:9])[CH2:6][CH2:5][CH2:4]1.I[CH:11]([CH3:13])[CH3:12].[H-].[Na+].